Dataset: NCI-60 drug combinations with 297,098 pairs across 59 cell lines. Task: Regression. Given two drug SMILES strings and cell line genomic features, predict the synergy score measuring deviation from expected non-interaction effect. (1) Drug 1: CCC1=C2CN3C(=CC4=C(C3=O)COC(=O)C4(CC)O)C2=NC5=C1C=C(C=C5)O. Drug 2: CC(C)NC(=O)C1=CC=C(C=C1)CNNC.Cl. Cell line: HOP-92. Synergy scores: CSS=15.1, Synergy_ZIP=-9.19, Synergy_Bliss=-2.25, Synergy_Loewe=-21.6, Synergy_HSA=-3.40. (2) Drug 1: C1CCC(C1)C(CC#N)N2C=C(C=N2)C3=C4C=CNC4=NC=N3. Drug 2: C1CCC(CC1)NC(=O)N(CCCl)N=O. Cell line: SNB-75. Synergy scores: CSS=21.5, Synergy_ZIP=-4.98, Synergy_Bliss=0.210, Synergy_Loewe=-2.91, Synergy_HSA=-2.97. (3) Drug 1: COC1=C(C=C2C(=C1)N=CN=C2NC3=CC(=C(C=C3)F)Cl)OCCCN4CCOCC4. Drug 2: C1=CC(=CC=C1CCC2=CNC3=C2C(=O)NC(=N3)N)C(=O)NC(CCC(=O)O)C(=O)O. Cell line: BT-549. Synergy scores: CSS=21.2, Synergy_ZIP=-2.94, Synergy_Bliss=-3.40, Synergy_Loewe=0.446, Synergy_HSA=1.24. (4) Synergy scores: CSS=37.0, Synergy_ZIP=-11.0, Synergy_Bliss=-4.87, Synergy_Loewe=-48.2, Synergy_HSA=-3.87. Drug 2: C1CNP(=O)(OC1)N(CCCl)CCCl. Drug 1: C1C(C(OC1N2C=NC3=C(N=C(N=C32)Cl)N)CO)O. Cell line: MDA-MB-435. (5) Drug 1: C1=CC(=CC=C1CCCC(=O)O)N(CCCl)CCCl. Drug 2: CNC(=O)C1=NC=CC(=C1)OC2=CC=C(C=C2)NC(=O)NC3=CC(=C(C=C3)Cl)C(F)(F)F. Cell line: SR. Synergy scores: CSS=73.9, Synergy_ZIP=2.35, Synergy_Bliss=0.624, Synergy_Loewe=1.01, Synergy_HSA=3.07. (6) Drug 1: CCCS(=O)(=O)NC1=C(C(=C(C=C1)F)C(=O)C2=CNC3=C2C=C(C=N3)C4=CC=C(C=C4)Cl)F. Drug 2: C1=NC2=C(N=C(N=C2N1C3C(C(C(O3)CO)O)F)Cl)N. Cell line: NCI-H522. Synergy scores: CSS=4.12, Synergy_ZIP=-11.1, Synergy_Bliss=-9.93, Synergy_Loewe=-17.6, Synergy_HSA=-10.3. (7) Drug 1: CS(=O)(=O)C1=CC(=C(C=C1)C(=O)NC2=CC(=C(C=C2)Cl)C3=CC=CC=N3)Cl. Drug 2: CC1C(C(CC(O1)OC2CC(CC3=C2C(=C4C(=C3O)C(=O)C5=C(C4=O)C(=CC=C5)OC)O)(C(=O)CO)O)N)O.Cl. Cell line: NCI/ADR-RES. Synergy scores: CSS=29.3, Synergy_ZIP=-4.15, Synergy_Bliss=0.469, Synergy_Loewe=3.13, Synergy_HSA=3.62. (8) Drug 1: CCCCC(=O)OCC(=O)C1(CC(C2=C(C1)C(=C3C(=C2O)C(=O)C4=C(C3=O)C=CC=C4OC)O)OC5CC(C(C(O5)C)O)NC(=O)C(F)(F)F)O. Drug 2: C1CC(=O)NC(=O)C1N2C(=O)C3=CC=CC=C3C2=O. Cell line: SK-MEL-5. Synergy scores: CSS=73.2, Synergy_ZIP=9.96, Synergy_Bliss=9.93, Synergy_Loewe=-5.34, Synergy_HSA=8.14. (9) Drug 1: C1=CC(=CC=C1C#N)C(C2=CC=C(C=C2)C#N)N3C=NC=N3. Drug 2: CN(CCCl)CCCl.Cl. Cell line: HS 578T. Synergy scores: CSS=2.39, Synergy_ZIP=-2.52, Synergy_Bliss=-1.82, Synergy_Loewe=-2.02, Synergy_HSA=-1.30.